Dataset: Full USPTO retrosynthesis dataset with 1.9M reactions from patents (1976-2016). Task: Predict the reactants needed to synthesize the given product. (1) Given the product [C:15]([O:18][C:19]1[CH:24]=[CH:23][CH:22]=[C:21]([CH2:25][O:1][C:2]2[N:6]([C:7]3[CH:12]=[C:11]([C:13]#[N:14])[CH:10]=[CH:9][N:8]=3)[N:5]=[CH:4][CH:3]=2)[CH:20]=1)(=[O:17])[CH3:16], predict the reactants needed to synthesize it. The reactants are: [OH:1][C:2]1[N:6]([C:7]2[CH:12]=[C:11]([C:13]#[N:14])[CH:10]=[CH:9][N:8]=2)[N:5]=[CH:4][CH:3]=1.[C:15]([O:18][C:19]1[CH:24]=[CH:23][CH:22]=[C:21]([CH2:25]O)[CH:20]=1)(=[O:17])[CH3:16]. (2) The reactants are: [F:1][C:2]1[CH:14]=[CH:13][C:5]([C:6]([CH2:8][C:9]([O:11][CH3:12])=[O:10])=[O:7])=[CH:4][CH:3]=1.[C:15]1(=O)[CH:20]=[CH:19][C:18](=[O:21])[CH:17]=[CH:16]1. Given the product [F:1][C:2]1[CH:3]=[CH:4][C:5]([C:6]2[O:7][C:15]3[CH:20]=[CH:19][C:18]([OH:21])=[CH:17][C:16]=3[C:8]=2[C:9]([O:11][CH3:12])=[O:10])=[CH:13][CH:14]=1, predict the reactants needed to synthesize it. (3) Given the product [Br:11][C:5]1[C:4]([N:12]2[CH2:13][CH2:14][N:15]([C:18]([C:20]3[C:21]([C:26]4[CH:31]=[CH:30][CH:29]=[CH:28][C:27]=4[O:32][CH3:33])=[N:22][O:23][C:24]=3[CH3:25])=[O:19])[CH2:16][CH2:17]2)=[CH:3][CH:2]=[C:7]([N+:8]([O-:10])=[O:9])[N:6]=1, predict the reactants needed to synthesize it. The reactants are: N[C:2]1[CH:3]=[C:4]([N:12]2[CH2:17][CH2:16][N:15]([C:18]([C:20]3[C:21]([C:26]4[CH:31]=[CH:30][CH:29]=[CH:28][C:27]=4[O:32][CH3:33])=[N:22][O:23][C:24]=3[CH3:25])=[O:19])[CH2:14][CH2:13]2)[C:5]([Br:11])=[N:6][C:7]=1[N+:8]([O-:10])=[O:9].[H+].[B-](F)(F)(F)F.N(OCCC(C)C)=O.O[PH2]=O. (4) The reactants are: [F:1][C:2]1[CH:3]=[C:4]([N:19]([C:28]2[CH:33]=[CH:32][C:31]([F:34])=[CH:30][CH:29]=2)[C:20]([C:22]2([C:25]([NH2:27])=[O:26])[CH2:24][CH2:23]2)=[O:21])[CH:5]=[CH:6][C:7]=1[O:8][C:9]1[CH:14]=[CH:13][N:12]=[C:11]2[CH:15]=[C:16](I)[S:17][C:10]=12.[CH2:35]([N:37]1[CH2:42][CH2:41][N:40]([CH2:43][C:44]#[CH:45])[CH2:39][CH2:38]1)[CH3:36]. Given the product [CH2:35]([N:37]1[CH2:42][CH2:41][N:40]([CH2:43][C:44]#[C:45][C:16]2[S:17][C:10]3[C:11](=[N:12][CH:13]=[CH:14][C:9]=3[O:8][C:7]3[CH:6]=[CH:5][C:4]([N:19]([C:28]4[CH:29]=[CH:30][C:31]([F:34])=[CH:32][CH:33]=4)[C:20]([C:22]4([C:25]([NH2:27])=[O:26])[CH2:24][CH2:23]4)=[O:21])=[CH:3][C:2]=3[F:1])[CH:15]=2)[CH2:39][CH2:38]1)[CH3:36], predict the reactants needed to synthesize it.